Dataset: Full USPTO retrosynthesis dataset with 1.9M reactions from patents (1976-2016). Task: Predict the reactants needed to synthesize the given product. (1) Given the product [F:1][C:2]1[CH:7]=[CH:6][CH:5]=[CH:4][C:3]=1[C@:8]1([CH2:32][C:33]([OH:36])([CH3:35])[CH3:34])[O:13][C:12](=[O:14])[N:11]([C@H:15]([C:17]2[CH:22]=[CH:21][C:20]([C:38]3[CH:43]=[CH:42][N:41]([CH3:44])[C:40](=[O:45])[CH:39]=3)=[CH:19][CH:18]=2)[CH3:16])[CH2:10][CH2:9]1, predict the reactants needed to synthesize it. The reactants are: [F:1][C:2]1[CH:7]=[CH:6][CH:5]=[CH:4][C:3]=1[C@:8]1([CH2:32][C:33]([OH:36])([CH3:35])[CH3:34])[O:13][C:12](=[O:14])[N:11]([C@H:15]([C:17]2[CH:22]=[CH:21][C:20](B3OC(C)(C)C(C)(C)O3)=[CH:19][CH:18]=2)[CH3:16])[CH2:10][CH2:9]1.I[C:38]1[CH:43]=[CH:42][N:41]([CH3:44])[C:40](=[O:45])[CH:39]=1. (2) Given the product [OH:14][CH:13]([CH2:10][C:9]([C:6]1[CH:7]=[CH:8][C:3]([O:2][CH3:1])=[CH:4][CH:5]=1)=[O:11])[C:12]([O:16][CH2:17][CH3:18])=[O:15], predict the reactants needed to synthesize it. The reactants are: [CH3:1][O:2][C:3]1[CH:8]=[CH:7][C:6]([C:9](=[O:11])[CH3:10])=[CH:5][CH:4]=1.[C:12]([O:16][CH2:17][CH3:18])(=[O:15])[CH:13]=[O:14]. (3) Given the product [N:18]1([C:24]2[CH:25]=[C:26]([NH:27][C:2]3[N:7]=[C:6]([N:8]([C:10]4[CH:15]=[CH:14][CH:13]=[C:12]([O:16][CH3:17])[N:11]=4)[CH3:9])[CH:5]=[CH:4][N:3]=3)[CH:28]=[C:29]([N:31]3[CH2:32][CH2:33][O:34][CH2:35][CH2:36]3)[CH:30]=2)[CH2:23][CH2:22][O:21][CH2:20][CH2:19]1, predict the reactants needed to synthesize it. The reactants are: Cl[C:2]1[N:7]=[C:6]([N:8]([C:10]2[CH:15]=[CH:14][CH:13]=[C:12]([O:16][CH3:17])[N:11]=2)[CH3:9])[CH:5]=[CH:4][N:3]=1.[N:18]1([C:24]2[CH:25]=[C:26]([CH:28]=[C:29]([N:31]3[CH2:36][CH2:35][O:34][CH2:33][CH2:32]3)[CH:30]=2)[NH2:27])[CH2:23][CH2:22][O:21][CH2:20][CH2:19]1. (4) Given the product [ClH:1].[ClH:1].[CH2:37]([O:44][C:45]1[CH:50]=[CH:49][C:48]([CH:51]([C:66]2([OH:72])[CH2:71][CH2:70][CH2:69][CH2:68][CH2:67]2)[CH2:52][N:53]2[CH2:58][CH2:57][NH:56][CH2:55][CH2:54]2)=[CH:47][C:46]=1[O:73][C:74]([F:77])([F:76])[F:75])[C:38]1[CH:39]=[CH:40][CH:41]=[CH:42][CH:43]=1, predict the reactants needed to synthesize it. The reactants are: [ClH:1].Cl.C(OC1C=CC(C(N2CCNCC2)CC2(O)CCCCC2)=CC=1OC(F)(F)F)C1C=CC=CC=1.[CH2:37]([O:44][C:45]1[CH:50]=[CH:49][C:48]([CH:51]([C:66]2([OH:72])[CH2:71][CH2:70][CH2:69][CH2:68][CH2:67]2)[CH2:52][N:53]2[CH2:58][CH2:57][N:56](C(OC(C)(C)C)=O)[CH2:55][CH2:54]2)=[CH:47][C:46]=1[O:73][C:74]([F:77])([F:76])[F:75])[C:38]1[CH:43]=[CH:42][CH:41]=[CH:40][CH:39]=1.